Dataset: Full USPTO retrosynthesis dataset with 1.9M reactions from patents (1976-2016). Task: Predict the reactants needed to synthesize the given product. (1) Given the product [Cl:15][CH2:16][C:17]([C:13]1[CH:12]=[CH:11][C:10]2[O:5][CH2:6][CH2:7][CH2:8][C:9]=2[CH:14]=1)=[O:18], predict the reactants needed to synthesize it. The reactants are: [Cl-].[Al+3].[Cl-].[Cl-].[O:5]1[C:10]2[CH:11]=[CH:12][CH:13]=[CH:14][C:9]=2[CH2:8][CH2:7][CH2:6]1.[Cl:15][CH2:16][C:17](Cl)=[O:18]. (2) Given the product [NH2:13][C:11]1[CH:10]=[C:4]([CH:3]=[C:2]([I:1])[CH:12]=1)[C:5]([O:7][CH2:8][CH3:9])=[O:6], predict the reactants needed to synthesize it. The reactants are: [I:1][C:2]1[CH:3]=[C:4]([CH:10]=[C:11]([N+:13]([O-])=O)[CH:12]=1)[C:5]([O:7][CH2:8][CH3:9])=[O:6].[Sn](Cl)Cl. (3) Given the product [NH2:23][CH:20]1[CH2:19][CH2:18][N:17]([CH2:16][C:13]2([OH:15])[C:6]3=[C:7]([F:12])[CH:8]=[N:9][C:10]4[CH:11]=[C:2]([Cl:1])[C:3](=[O:31])[N:4]([C:5]=43)[CH2:14]2)[CH2:22][CH2:21]1, predict the reactants needed to synthesize it. The reactants are: [Cl:1][C:2]1[C:3](=[O:31])[N:4]2[CH2:14][C:13]([CH2:16][N:17]3[CH2:22][CH2:21][CH:20]([NH:23]C(=O)OC(C)(C)C)[CH2:19][CH2:18]3)([OH:15])[C:6]3=[C:7]([F:12])[CH:8]=[N:9][C:10]([CH:11]=1)=[C:5]23.Cl. (4) Given the product [CH3:13][C:12]1[CH:11]=[CH:10][C:9]([NH:14][C:15](=[O:22])[C:16]2[CH:17]=[CH:18][CH:19]=[CH:20][CH:21]=2)=[CH:8][C:7]=1[NH:6][C:2]1[N:1]([C:24]2[C:25]3[CH:32]=[CH:31][NH:30][C:26]=3[N:27]=[CH:28][N:29]=2)[CH:5]=[CH:4][N:3]=1, predict the reactants needed to synthesize it. The reactants are: [NH:1]1[CH:5]=[CH:4][N:3]=[C:2]1[NH:6][C:7]1[CH:8]=[C:9]([NH:14][C:15](=[O:22])[C:16]2[CH:21]=[CH:20][CH:19]=[CH:18][CH:17]=2)[CH:10]=[CH:11][C:12]=1[CH3:13].Cl[C:24]1[C:25]2[CH:32]=[CH:31][N:30](S(C3C=CC(C)=CC=3)(=O)=O)[C:26]=2[N:27]=[CH:28][N:29]=1.CCN(C(C)C)C(C)C.CCCC[N+](CCCC)(CCCC)CCCC.[F-]. (5) Given the product [CH3:1][O:2][C:3]1([C:10]([O:12][CH2:19][C:20]2[CH:25]=[CH:24][CH:23]=[CH:22][CH:21]=2)=[O:11])[CH2:4][CH2:5][C:6](=[O:9])[CH2:7][CH2:8]1, predict the reactants needed to synthesize it. The reactants are: [CH3:1][O:2][C:3]1([C:10]([OH:12])=[O:11])[CH2:8][CH2:7][C:6](=[O:9])[CH2:5][CH2:4]1.C(=O)([O-])[O-].[K+].[K+].[CH2:19](Br)[C:20]1[CH:25]=[CH:24][CH:23]=[CH:22][CH:21]=1.